This data is from Catalyst prediction with 721,799 reactions and 888 catalyst types from USPTO. The task is: Predict which catalyst facilitates the given reaction. (1) Reactant: C([O:3][C:4]([C:6]1[CH:10]=[C:9]([C:11]2[CH:16]=[CH:15][C:14]([CH3:17])=[CH:13][CH:12]=2)[N:8]([C:18]2[CH:23]=[CH:22][C:21]([S:24](=[O:27])(=[O:26])[NH2:25])=[CH:20][CH:19]=2)[N:7]=1)=O)C.[H-].[H-].[H-].[H-].[Li+].[Al+3].O. Product: [OH:3][CH2:4][C:6]1[CH:10]=[C:9]([C:11]2[CH:12]=[CH:13][C:14]([CH3:17])=[CH:15][CH:16]=2)[N:8]([C:18]2[CH:23]=[CH:22][C:21]([S:24]([NH2:25])(=[O:26])=[O:27])=[CH:20][CH:19]=2)[N:7]=1. The catalyst class is: 1. (2) Reactant: [NH2:1][CH:2]1[CH2:11][C:10]2[C:5](=[CH:6][CH:7]=[C:8]([O:12][C:13]3[CH:18]=[CH:17][CH:16]=[C:15]([C:19]([F:22])([F:21])[F:20])[CH:14]=3)[CH:9]=2)[N:4]2[C:23](=[O:26])[NH:24][N:25]=[C:3]12.[ClH:27]. Product: [ClH:27].[NH2:1][CH:2]1[CH2:11][C:10]2[C:5](=[CH:6][CH:7]=[C:8]([O:12][C:13]3[CH:18]=[CH:17][CH:16]=[C:15]([C:19]([F:21])([F:22])[F:20])[CH:14]=3)[CH:9]=2)[N:4]2[C:23](=[O:26])[NH:24][N:25]=[C:3]12. The catalyst class is: 5. (3) Reactant: [CH3:1][O:2][CH2:3][C:4](=O)[CH2:5][C:6](=O)[CH3:7].[C:10]([CH2:12][C:13]([NH2:15])=[O:14])#[N:11].N1CCCCC1. Product: [CH3:7][C:6]1[NH:15][C:13](=[O:14])[C:12]([C:10]#[N:11])=[C:4]([CH2:3][O:2][CH3:1])[CH:5]=1. The catalyst class is: 88. (4) Reactant: [CH3:1][S:2][C:3](SC)=[N:4][S:5]([C:8]1[CH:13]=[CH:12][C:11]([C:14]([C:27]2[CH:32]=[CH:31][CH:30]=[CH:29][CH:28]=2)([C:21]2[CH:26]=[CH:25][CH:24]=[CH:23][CH:22]=2)[O:15][SiH2:16][C:17]([CH3:20])([CH3:19])[CH3:18])=[CH:10][CH:9]=1)(=[O:7])=[O:6].[CH2:35]1[C:39]2([CH2:43][CH2:42][CH2:41][CH2:40]2)[CH2:38][N:37]=[N:36]1. Product: [C:17]([SiH2:16][O:15][C:14]([C:27]1[CH:28]=[CH:29][CH:30]=[CH:31][CH:32]=1)([C:21]1[CH:22]=[CH:23][CH:24]=[CH:25][CH:26]=1)[C:11]1[CH:10]=[CH:9][C:8]([S:5]([N:4]=[C:3]([N:36]2[N:37]=[CH:38][C:39]3([CH2:43][CH2:42][CH2:41][CH2:40]3)[CH2:35]2)[S:2][CH3:1])(=[O:7])=[O:6])=[CH:13][CH:12]=1)([CH3:20])([CH3:18])[CH3:19]. The catalyst class is: 17. (5) Reactant: [F:1][C:2]1[CH:3]=[C:4]([CH:8]2[CH2:17][CH2:16][C:11]3(OCC[O:12]3)[CH2:10][CH2:9]2)[CH:5]=[CH:6][CH:7]=1.C(O)=O.O. Product: [F:1][C:2]1[CH:3]=[C:4]([CH:8]2[CH2:9][CH2:10][C:11](=[O:12])[CH2:16][CH2:17]2)[CH:5]=[CH:6][CH:7]=1. The catalyst class is: 11.